This data is from Reaction yield outcomes from USPTO patents with 853,638 reactions. The task is: Predict the reaction yield, written as a fraction of the theoretical maximum amount of product (1.0 means a 100% yield; for example, 0.34 means a 34% yield). (1) The reactants are Br[C:2]1[CH:7]=[C:6]([C:8]([F:11])([F:10])[F:9])[CH:5]=[C:4]([S:12][CH2:13][CH3:14])[CH:3]=1.[B:15]1([B:15]2[O:19][C:18]([CH3:21])([CH3:20])[C:17]([CH3:23])([CH3:22])[O:16]2)[O:19][C:18]([CH3:21])([CH3:20])[C:17]([CH3:23])([CH3:22])[O:16]1.C(Cl)Cl.C([O-])(=O)C.[K+]. The yield is 0.410. The product is [CH2:13]([S:12][C:4]1[CH:3]=[C:2]([B:15]2[O:19][C:18]([CH3:21])([CH3:20])[C:17]([CH3:23])([CH3:22])[O:16]2)[CH:7]=[C:6]([C:8]([F:11])([F:10])[F:9])[CH:5]=1)[CH3:14]. The catalyst is CS(C)=O. (2) The reactants are [CH3:1][O:2][C:3]1[CH:4]=[C:5]([C:12]([C:16]2[CH:21]=[C:20]([O:22][CH3:23])[C:19]([O:24][CH3:25])=[C:18]([O:26][CH3:27])[CH:17]=2)=[CH:13][C:14]#[N:15])[CH:6]=[CH:7][C:8]=1[N+:9]([O-])=O.O.O.[Sn](Cl)(Cl)(Cl)Cl.[OH-].[Na+]. The catalyst is C(O)C. The product is [NH2:9][C:8]1[CH:7]=[CH:6][C:5]([C:12]([C:16]2[CH:21]=[C:20]([O:22][CH3:23])[C:19]([O:24][CH3:25])=[C:18]([O:26][CH3:27])[CH:17]=2)=[CH:13][C:14]#[N:15])=[CH:4][C:3]=1[O:2][CH3:1]. The yield is 0.420. (3) The catalyst is CC(C)=O. The reactants are [C:1]([NH:4][C:5]([NH2:7])=[S:6])(=[NH:3])[NH2:2].Br[CH2:9][C:10]([C:12]1[CH:17]=[CH:16][CH:15]=[CH:14][CH:13]=1)=O. The product is [C:12]1([C:10]2[N:7]=[C:5]([NH:4][C:1]([NH2:2])=[NH:3])[S:6][CH:9]=2)[CH:17]=[CH:16][CH:15]=[CH:14][CH:13]=1. The yield is 0.870.